This data is from Full USPTO retrosynthesis dataset with 1.9M reactions from patents (1976-2016). The task is: Predict the reactants needed to synthesize the given product. (1) Given the product [Cl:8][C:6]1[CH:7]=[C:2]([NH:13][CH2:14][C:15]([CH3:18])([OH:17])[CH3:16])[C:3]2[N:4]([C:9]([I:12])=[CH:10][N:11]=2)[N:5]=1, predict the reactants needed to synthesize it. The reactants are: Br[C:2]1[C:3]2[N:4]([C:9]([I:12])=[CH:10][N:11]=2)[N:5]=[C:6]([Cl:8])[CH:7]=1.[NH2:13][CH2:14][C:15]([CH3:18])([OH:17])[CH3:16].O. (2) Given the product [CH:1]1([C:7]2[CH:8]=[CH:9][C:10]3[O:14][C:13]([C:15]4[CH:16]=[CH:17][C:18]([CH2:19][N:28]5[CH2:33][CH2:32][CH:31]([C:34]([OH:36])=[O:35])[CH2:30][CH2:29]5)=[CH:21][CH:22]=4)=[CH:12][C:11]=3[CH:23]=2)[CH2:2][CH2:3][CH2:4][CH2:5][CH2:6]1, predict the reactants needed to synthesize it. The reactants are: [CH:1]1([C:7]2[CH:8]=[CH:9][C:10]3[O:14][C:13]([C:15]4[CH:22]=[CH:21][C:18]([CH:19]=O)=[CH:17][CH:16]=4)=[CH:12][C:11]=3[CH:23]=2)[CH2:6][CH2:5][CH2:4][CH2:3][CH2:2]1.C(O)(=O)C.[NH:28]1[CH2:33][CH2:32][CH:31]([C:34]([OH:36])=[O:35])[CH2:30][CH2:29]1.C([BH3-])#N.[Na+]. (3) The reactants are: [CH:1]1([OH:8])[CH2:6][CH2:5][CH2:4]C(O)C1.[N:9]1(CCO)CC[O:12][CH2:11][CH2:10]1.CC(O)CCC(O)C.CC(CCC)(CO)CO. Given the product [OH:12][CH2:11][CH2:10][N:9]1[CH2:4][CH2:5][CH2:6][C:1]1=[O:8], predict the reactants needed to synthesize it. (4) Given the product [F:23][C:22]([F:25])([F:24])[C:21]([O:30][C:45](=[O:44])[C@H:46]([C:68]1[CH:69]=[CH:70][CH:71]=[CH:72][CH:73]=1)[CH3:47])([C:19]1[CH:18]=[CH:17][C:16]2[N:10]([C:8](=[O:9])[C@H:7]([C:1]3[CH:6]=[CH:5][CH:4]=[CH:3][CH:2]=3)[CH3:42])[CH2:11][C@@H:12]([O:31][C:32]3[CH:37]=[CH:36][CH:35]=[C:34]([CH2:38][C:39]([O:41][CH3:76])=[O:40])[CH:33]=3)[CH2:13][CH2:14][C:15]=2[CH:20]=1)[C:26]([F:28])([F:29])[F:27], predict the reactants needed to synthesize it. The reactants are: [C:1]1([C@H:7]([CH3:42])[C:8]([N:10]2[C:16]3[CH:17]=[CH:18][C:19]([C:21]([OH:30])([C:26]([F:29])([F:28])[F:27])[C:22]([F:25])([F:24])[F:23])=[CH:20][C:15]=3[CH2:14][CH2:13][C@H:12]([O:31][C:32]3[CH:33]=[C:34]([CH2:38][C:39]([OH:41])=[O:40])[CH:35]=[CH:36][CH:37]=3)[CH2:11]2)=[O:9])[CH:6]=[CH:5][CH:4]=[CH:3][CH:2]=1.C[O:44][C:45](=O)[CH2:46][C:47]1C=CC=C(O)C=1.[C:68]1(P([C:68]2[CH:73]=[CH:72][CH:71]=[CH:70][CH:69]=2)[C:68]2[CH:73]=[CH:72][CH:71]=[CH:70][CH:69]=2)[CH:73]=[CH:72][CH:71]=[CH:70][CH:69]=1.N(C(OCC)=O)=N[C:76](OCC)=O. (5) The reactants are: [CH3:1][C:2]1[C:10]2[C:9](=[O:11])[NH:8][C:7]([CH2:12][CH2:13][CH3:14])=[N:6][C:5]=2[S:4][N:3]=1.C([O-])([O-])=O.[K+].[K+].[CH2:21](Br)[C:22]1[CH:27]=[CH:26][CH:25]=[CH:24][CH:23]=1. Given the product [CH2:21]([N:8]1[C:9](=[O:11])[C:10]2[C:2]([CH3:1])=[N:3][S:4][C:5]=2[N:6]=[C:7]1[CH2:12][CH2:13][CH3:14])[C:22]1[CH:27]=[CH:26][CH:25]=[CH:24][CH:23]=1, predict the reactants needed to synthesize it. (6) Given the product [NH2:15][C:13]1[CH:14]=[C:2]([Cl:1])[CH:3]=[C:4]2[C:12]=1[NH:11][C:10]1[CH:9]=[N:8][CH:7]=[C:6]([NH:18][C:19](=[O:24])[C:20]([F:23])([F:22])[F:21])[C:5]2=1, predict the reactants needed to synthesize it. The reactants are: [Cl:1][C:2]1[CH:3]=[C:4]2[C:12](=[C:13]([N+:15]([O-])=O)[CH:14]=1)[NH:11][C:10]1[CH:9]=[N:8][CH:7]=[C:6]([NH:18][C:19](=[O:24])[C:20]([F:23])([F:22])[F:21])[C:5]2=1. (7) Given the product [F:19][C:20]1[CH:21]=[C:22]([N+:27]([O-:29])=[O:28])[CH:23]=[CH:24][C:25]=1[N:3]1[CH2:4][CH2:5][N:6]([C:8]([O:10][C:11]([CH3:13])([CH3:12])[CH3:14])=[O:9])[CH2:7][CH:2]1[CH3:1], predict the reactants needed to synthesize it. The reactants are: [CH3:1][CH:2]1[CH2:7][N:6]([C:8]([O:10][C:11]([CH3:14])([CH3:13])[CH3:12])=[O:9])[CH2:5][CH2:4][NH:3]1.CS(C)=O.[F:19][C:20]1[CH:21]=[C:22]([N+:27]([O-:29])=[O:28])[CH:23]=[CH:24][C:25]=1F.C(=O)([O-])[O-].[K+].[K+]. (8) Given the product [Cl:1][C:2]1[C:3]([NH:19][CH3:20])=[N:4][C:5]([NH:8][C:9]2[N:13]([CH3:14])[N:12]=[C:11]([C:15]([OH:17])=[O:16])[CH:10]=2)=[N:6][CH:7]=1, predict the reactants needed to synthesize it. The reactants are: [Cl:1][C:2]1[C:3]([NH:19][CH3:20])=[N:4][C:5]([NH:8][C:9]2[N:13]([CH3:14])[N:12]=[C:11]([C:15]([O:17]C)=[O:16])[CH:10]=2)=[N:6][CH:7]=1.[Li+].[OH-].O1CCCC1. (9) Given the product [O:18]1[C:27]2[CH:26]=[C:25]([CH2:28][NH:1][C@H:2]3[CH2:6][N:5]([C:7]([O:9][C:10]([CH3:11])([CH3:12])[CH3:13])=[O:8])[C@H:4]([C:14]([O:16][CH3:17])=[O:15])[CH2:3]3)[N:24]=[CH:23][C:22]=2[O:21][CH2:20][CH2:19]1, predict the reactants needed to synthesize it. The reactants are: [NH2:1][C@H:2]1[CH2:6][N:5]([C:7]([O:9][C:10]([CH3:13])([CH3:12])[CH3:11])=[O:8])[C@H:4]([C:14]([O:16][CH3:17])=[O:15])[CH2:3]1.[O:18]1[C:27]2[CH:26]=[C:25]([CH:28]=O)[N:24]=[CH:23][C:22]=2[O:21][CH2:20][CH2:19]1.[BH3-]C#N.[Na+]. (10) Given the product [F:1][C:2]1[CH:7]=[CH:6][C:5]([C:8]2[N:12]=[C:11]([C:13]3[CH:18]=[CH:17][C:16]([F:19])=[CH:15][CH:14]=3)[N:10]([CH2:20][C:21]([N:66]3[CH2:67][CH2:68][N:63]([C:59]4[CH:58]=[C:57]([O:56][CH3:55])[CH:62]=[CH:61][N:60]=4)[CH2:64][CH2:65]3)=[O:22])[N:9]=2)=[CH:4][CH:3]=1, predict the reactants needed to synthesize it. The reactants are: [F:1][C:2]1[CH:7]=[CH:6][C:5]([C:8]2[N:12]=[C:11]([C:13]3[CH:18]=[CH:17][C:16]([F:19])=[CH:15][CH:14]=3)[N:10]([CH2:20][C:21](O)=[O:22])[N:9]=2)=[CH:4][CH:3]=1.CN(C(ON1N=NC2C=CC=CC1=2)=[N+](C)C)C.[B-](F)(F)(F)F.CCN(C(C)C)C(C)C.[CH3:55][O:56][C:57]1[CH:62]=[CH:61][N:60]=[C:59]([N:63]2[CH2:68][CH2:67][NH:66][CH2:65][CH2:64]2)[CH:58]=1.